Dataset: Forward reaction prediction with 1.9M reactions from USPTO patents (1976-2016). Task: Predict the product of the given reaction. (1) Given the reactants [F:1][C:2]1[CH:3]=[C:4]([CH:36]=[CH:37][C:38]=1[OH:39])[C:5]([N:7]([CH:33]([CH3:35])[CH3:34])[C:8]1[CH:13]=[C:12]([O:14][CH3:15])[CH:11]=[CH:10][C:9]=1[CH:16]1[CH2:25][CH2:24][C:23]2[CH:22]=[C:21]([O:26]C(=O)C(C)(C)C)[CH:20]=[CH:19][C:18]=2[CH2:17]1)=O.Cl[CH2:41][C:42]([N:44]1[CH2:53][CH2:52][C:47]2([O:51][CH2:50][CH2:49][O:48]2)[CH2:46][CH2:45]1)=O, predict the reaction product. The product is: [O:51]1[C:47]2([CH2:52][CH2:53][N:44]([CH2:42][CH2:41][O:39][C:38]3[CH:37]=[CH:36][C:4]([CH2:5][N:7]([CH:33]([CH3:35])[CH3:34])[C:8]4[CH:13]=[C:12]([O:14][CH3:15])[CH:11]=[CH:10][C:9]=4[CH:16]4[CH2:25][CH2:24][C:23]5[CH:22]=[C:21]([OH:26])[CH:20]=[CH:19][C:18]=5[CH2:17]4)=[CH:3][C:2]=3[F:1])[CH2:45][CH2:46]2)[O:48][CH2:49][CH2:50]1. (2) Given the reactants Br[C:2]1[CH:7]=[CH:6][N:5]2[CH:8]=[C:9]([C:11]3[CH:16]=[CH:15][CH:14]=[CH:13][CH:12]=3)[N:10]=[C:4]2[CH:3]=1.Cl.[F:18][CH2:19][CH2:20][CH:21]1[CH2:26][CH2:25][NH:24][CH2:23][CH2:22]1, predict the reaction product. The product is: [F:18][CH2:19][CH2:20][CH:21]1[CH2:26][CH2:25][N:24]([C:2]2[CH:7]=[CH:6][N:5]3[CH:8]=[C:9]([C:11]4[CH:16]=[CH:15][CH:14]=[CH:13][CH:12]=4)[N:10]=[C:4]3[CH:3]=2)[CH2:23][CH2:22]1. (3) Given the reactants [F:1][C:2]([F:12])([F:11])[C:3]1[CH:10]=[CH:9][C:6]([CH:7]=O)=[CH:5][CH:4]=1.[N+:13]([CH3:16])([O-:15])=[O:14], predict the reaction product. The product is: [N+:13]([CH:16]=[CH:7][C:6]1[CH:9]=[CH:10][C:3]([C:2]([F:12])([F:11])[F:1])=[CH:4][CH:5]=1)([O-:15])=[O:14]. (4) Given the reactants Br[C:2]1[C:3]([N:22]2[CH2:26][CH2:25][C@@H:24]([OH:27])[CH2:23]2)=[N:4][CH:5]=[C:6]([CH:21]=1)[C:7]([NH:9][C:10]1[CH:15]=[CH:14][C:13]([O:16][C:17]([F:20])([F:19])[F:18])=[CH:12][CH:11]=1)=[O:8].[Cl:28][C:29]1[C:34]([F:35])=[CH:33][C:32](B2OC(C)(C)C(C)(C)O2)=[CH:31][N:30]=1.C([O-])(O)=O.[Na+], predict the reaction product. The product is: [Cl:28][C:29]1[N:30]=[CH:31][C:32]([C:2]2[C:3]([N:22]3[CH2:26][CH2:25][C@@H:24]([OH:27])[CH2:23]3)=[N:4][CH:5]=[C:6]([C:7]([NH:9][C:10]3[CH:11]=[CH:12][C:13]([O:16][C:17]([F:18])([F:20])[F:19])=[CH:14][CH:15]=3)=[O:8])[CH:21]=2)=[CH:33][C:34]=1[F:35]. (5) Given the reactants [C:1](=[N:14][NH2:15])([C:8]1[CH:13]=[CH:12][CH:11]=[CH:10][CH:9]=1)[C:2]1[CH:7]=[CH:6][CH:5]=[CH:4][CH:3]=1.[Cl:16][C:17]1[CH:22]=[CH:21][C:20](Br)=[CH:19][CH:18]=1.CC([O-])(C)C.[Na+], predict the reaction product. The product is: [Cl:16][C:17]1[CH:22]=[CH:21][C:20]([NH:15][N:14]=[C:1]([C:8]2[CH:9]=[CH:10][CH:11]=[CH:12][CH:13]=2)[C:2]2[CH:7]=[CH:6][CH:5]=[CH:4][CH:3]=2)=[CH:19][CH:18]=1. (6) Given the reactants [CH2:1]([CH:3]([C:9](=O)[CH3:10])[C:4]([O:6][CH2:7][CH3:8])=[O:5])[CH3:2].C([O-])(=O)C.[NH4+:16].N.S([O-])([O-])(=O)=O.[Na+].[Na+], predict the reaction product. The product is: [NH2:16]/[C:9](/[CH3:10])=[C:3](/[CH2:1][CH3:2])\[C:4]([O:6][CH2:7][CH3:8])=[O:5].